From a dataset of CYP1A2 inhibition data for predicting drug metabolism from PubChem BioAssay. Regression/Classification. Given a drug SMILES string, predict its absorption, distribution, metabolism, or excretion properties. Task type varies by dataset: regression for continuous measurements (e.g., permeability, clearance, half-life) or binary classification for categorical outcomes (e.g., BBB penetration, CYP inhibition). Dataset: cyp1a2_veith. (1) The molecule is O=S(=O)(c1ccccc1)N1CCC2(CCCN(c3ccncc3)C2)CC1. The result is 1 (inhibitor). (2) The result is 0 (non-inhibitor). The molecule is COc1ccc(C(=O)c2c[nH]c(C(=O)NCc3cccs3)c2)cc1.